This data is from Catalyst prediction with 721,799 reactions and 888 catalyst types from USPTO. The task is: Predict which catalyst facilitates the given reaction. (1) Reactant: [F:1][C:2]1[CH:3]=[C:4]([CH:6]=[CH:7][CH:8]=1)[NH2:5].[C:9]([OH:13])(=[O:12])[CH:10]=[CH2:11]. Product: [F:1][C:2]1[CH:3]=[C:4]([NH:5][CH2:11][CH2:10][C:9]([OH:13])=[O:12])[CH:6]=[CH:7][CH:8]=1. The catalyst class is: 6. (2) Reactant: [OH:1][CH2:2][CH:3]1[CH2:5][CH:4]1[C:6]1[C:11](=[O:12])[N:10]2[CH:13]=[CH:14][C:15]([CH2:17][CH2:18][C:19]3[S:20][CH:21]=[C:22]([CH:24]([CH3:26])[CH3:25])[N:23]=3)=[CH:16][C:9]2=[N:8][C:7]=1[N:27]1[CH2:32][CH2:31][O:30][CH2:29][CH2:28]1.CC(C)=[O:35].OS(O)(=O)=O.O=[Cr](=O)=O.S([O-])([O-])(=O)=S.[Na+].[Na+]. Product: [CH:24]([C:22]1[N:23]=[C:19]([CH2:18][CH2:17][C:15]2[CH:14]=[CH:13][N:10]3[C:11](=[O:12])[C:6]([CH:4]4[CH2:5][CH:3]4[C:2]([OH:35])=[O:1])=[C:7]([N:27]4[CH2:32][CH2:31][O:30][CH2:29][CH2:28]4)[N:8]=[C:9]3[CH:16]=2)[S:20][CH:21]=1)([CH3:26])[CH3:25]. The catalyst class is: 21. (3) Reactant: [CH3:1][N:2]1[C@H:14]2[C@H:5]([CH2:6][CH2:7][C:8]3[CH:9]=[CH:10][N:11]=[CH:12][C:13]=32)[CH2:4][CH2:3]1.[I:15][CH2:16][CH2:17][CH2:18][CH2:19][CH2:20][CH2:21][CH2:22][CH2:23][CH3:24]. Product: [I-:15].[CH3:1][N:2]1[C@H:14]2[C@H:5]([CH2:6][CH2:7][C:8]3[CH:9]=[CH:10][N+:11]([CH2:16][CH2:17][CH2:18][CH2:19][CH2:20][CH2:21][CH2:22][CH2:23][CH3:24])=[CH:12][C:13]=32)[CH2:4][CH2:3]1. The catalyst class is: 52. (4) Reactant: [OH:1][CH2:2][C:3]1[CH:4]=[C:5]([C:12]([OH:14])=O)[CH:6]=[C:7]([CH:11]=1)[C:8]([OH:10])=O.[CH2:15](Cl)[CH2:16]Cl.[CH:19]1[CH:20]=[CH:21][C:22]2N(O)N=[N:25][C:23]=2[CH:24]=1.Cl.[CH2:30]([NH2:48])[CH2:31][CH2:32][CH2:33][CH2:34][CH2:35][CH2:36][CH2:37]/[CH:38]=[CH:39]\[CH2:40]/[CH:41]=[CH:42]\[CH2:43][CH2:44][CH2:45][CH2:46][CH3:47]. Product: [OH:1][CH2:2][C:3]1[CH:11]=[C:7]([C:8]([NH:25][CH2:23][CH2:22][CH2:21][CH2:20][CH2:19][CH2:24][CH2:30][CH2:31]/[CH:32]=[CH:33]\[CH2:34]/[CH:35]=[CH:36]\[CH2:37][CH2:38][CH2:39][CH2:15][CH3:16])=[O:10])[CH:6]=[C:5]([CH:4]=1)[C:12]([NH:48][CH2:30][CH2:31][CH2:32][CH2:33][CH2:34][CH2:35][CH2:36][CH2:37]/[CH:38]=[CH:39]\[CH2:40]/[CH:41]=[CH:42]\[CH2:43][CH2:44][CH2:45][CH2:46][CH3:47])=[O:14]. The catalyst class is: 34. (5) Reactant: [NH:1]1[C:9]2[C:4](=[CH:5][CH:6]=[C:7]([C:10]([O:12][CH3:13])=[O:11])[CH:8]=2)[CH:3]=[CH:2]1.Cl[Sn](Cl)(Cl)Cl.[F:19][C:20]1[CH:25]=[CH:24][C:23]([C:26]2[C:30]([C:31](Cl)=[O:32])=[C:29]([CH3:34])[O:28][N:27]=2)=[CH:22][CH:21]=1.[N+](C)([O-])=O. Product: [CH3:13][O:12][C:10]([C:7]1[CH:8]=[C:9]2[C:4]([C:3]([C:31]([C:30]3[C:26]([C:23]4[CH:24]=[CH:25][C:20]([F:19])=[CH:21][CH:22]=4)=[N:27][O:28][C:29]=3[CH3:34])=[O:32])=[CH:2][NH:1]2)=[CH:5][CH:6]=1)=[O:11]. The catalyst class is: 2. (6) Reactant: C(OC([N:8]1[CH2:12][CH2:11][CH2:10][CH:9]1[C:13]1[NH:14][C:15]([C:18]2[CH:23]=[CH:22][C:21]([C:24]3[CH:33]=[CH:32][C:31]4[C:26](=[CH:27][CH:28]=[C:29]([C:34]5[NH:35][C:36]([CH:39]6[CH2:43][CH2:42][CH2:41][N:40]6[C:44](=[O:54])[CH:45]([NH:49][C:50]([O:52][CH3:53])=[O:51])[CH:46]([CH3:48])[CH3:47])=[N:37][CH:38]=5)[CH:30]=4)[CH:25]=3)=[CH:20][CH:19]=2)=[CH:16][N:17]=1)=O)(C)(C)C.[ClH:55]. Product: [ClH:55].[ClH:55].[ClH:55].[CH3:53][O:52][C:50](=[O:51])[NH:49][CH:45]([C:44]([N:40]1[CH2:41][CH2:42][CH2:43][CH:39]1[C:36]1[NH:35][C:34]([C:29]2[CH:28]=[CH:27][C:26]3[C:31](=[CH:32][CH:33]=[C:24]([C:21]4[CH:22]=[CH:23][C:18]([C:15]5[NH:14][C:13]([CH:9]6[CH2:10][CH2:11][CH2:12][NH:8]6)=[N:17][CH:16]=5)=[CH:19][CH:20]=4)[CH:25]=3)[CH:30]=2)=[CH:38][N:37]=1)=[O:54])[CH:46]([CH3:48])[CH3:47]. The catalyst class is: 275. (7) Reactant: [Cl:1][C:2]1[CH:7]=[CH:6][C:5]([CH2:8][CH2:9][CH:10]([NH2:13])[CH2:11][NH2:12])=[CH:4][CH:3]=1.[C:14](O)(=O)C.C(N)=N. Product: [Cl:1][C:2]1[CH:3]=[CH:4][C:5]([CH2:8][CH2:9][CH:10]2[CH2:11][NH:12][CH:14]=[N:13]2)=[CH:6][CH:7]=1. The catalyst class is: 8.